From a dataset of Forward reaction prediction with 1.9M reactions from USPTO patents (1976-2016). Predict the product of the given reaction. (1) Given the reactants [C:1]([OH:11])(=O)[CH:2]=[CH:3][C:4]1[CH:9]=[CH:8][CH:7]=[CH:6][CH:5]=1.S(Cl)([Cl:14])=O, predict the reaction product. The product is: [C:1]([Cl:14])(=[O:11])[CH:2]=[CH:3][C:4]1[CH:9]=[CH:8][CH:7]=[CH:6][CH:5]=1. (2) Given the reactants [CH:1]([N:14]1[CH2:17][C:16]([NH:20][CH:21]([CH3:23])[CH3:22])([C:18]#[N:19])[CH2:15]1)([C:8]1[CH:13]=[CH:12][CH:11]=[CH:10][CH:9]=1)[C:2]1[CH:7]=[CH:6][CH:5]=[CH:4][CH:3]=1.[OH:24]S(O)(=O)=O, predict the reaction product. The product is: [CH:1]([N:14]1[CH2:17][C:16]([NH:20][CH:21]([CH3:23])[CH3:22])([C:18]([NH2:19])=[O:24])[CH2:15]1)([C:8]1[CH:13]=[CH:12][CH:11]=[CH:10][CH:9]=1)[C:2]1[CH:3]=[CH:4][CH:5]=[CH:6][CH:7]=1. (3) Given the reactants [C:1]([CH:3]([C:18]1[CH:23]=[CH:22][C:21]([F:24])=[C:20]([F:25])[CH:19]=1)[CH:4]([C:10]1[C:15]([F:16])=[CH:14][CH:13]=[CH:12][C:11]=1[F:17])[CH2:5][C:6]([O:8]C)=[O:7])#[N:2].[OH-].[Na+], predict the reaction product. The product is: [C:1]([CH:3]([C:18]1[CH:23]=[CH:22][C:21]([F:24])=[C:20]([F:25])[CH:19]=1)[CH:4]([C:10]1[C:11]([F:17])=[CH:12][CH:13]=[CH:14][C:15]=1[F:16])[CH2:5][C:6]([OH:8])=[O:7])#[N:2].